Dataset: Reaction yield outcomes from USPTO patents with 853,638 reactions. Task: Predict the reaction yield, written as a fraction of the theoretical maximum amount of product (1.0 means a 100% yield; for example, 0.34 means a 34% yield). (1) The reactants are Cl[C:2]1[CH:11]=[C:10]2[C:5]([CH:6]=[CH:7][C:8]([C:12]3[CH:17]=[C:16]([CH3:18])[CH:15]=[C:14]([CH3:19])[CH:13]=3)=[N:9]2)=[CH:4][CH:3]=1.[CH2:20]([C:24]1[CH:29]=[CH:28][C:27](B(O)O)=[CH:26][CH:25]=1)[CH:21]([CH3:23])[CH3:22].C1(P(C2CCCCC2)C2C=CC=CC=2C2C(OC)=CC=CC=2OC)CCCCC1.[O-]P([O-])([O-])=O.[K+].[K+].[K+]. The catalyst is C1(C)C=CC=CC=1.O.C1C=CC(/C=C/C(/C=C/C2C=CC=CC=2)=O)=CC=1.C1C=CC(/C=C/C(/C=C/C2C=CC=CC=2)=O)=CC=1.C1C=CC(/C=C/C(/C=C/C2C=CC=CC=2)=O)=CC=1.[Pd].[Pd]. The product is [CH3:19][C:14]1[CH:13]=[C:12]([C:8]2[CH:7]=[CH:6][C:5]3[C:10](=[CH:11][C:2]([C:27]4[CH:28]=[CH:29][C:24]([CH2:20][CH:21]([CH3:23])[CH3:22])=[CH:25][CH:26]=4)=[CH:3][CH:4]=3)[N:9]=2)[CH:17]=[C:16]([CH3:18])[CH:15]=1. The yield is 0.650. (2) The yield is 0.540. The product is [CH3:20][NH:21][CH:8]1[CH2:9][CH2:10][C:5]2([O:4][CH2:3][CH2:2][O:1]2)[CH2:6][CH2:7]1. The reactants are [O:1]1[C:5]2([CH2:10][CH2:9][C:8](=O)[CH2:7][CH2:6]2)[O:4][CH2:3][CH2:2]1.CC(O)=O.CN.Cl.[BH3-][C:20]#[N:21].[Na+]. The catalyst is CO.